This data is from Reaction yield outcomes from USPTO patents with 853,638 reactions. The task is: Predict the reaction yield, written as a fraction of the theoretical maximum amount of product (1.0 means a 100% yield; for example, 0.34 means a 34% yield). The reactants are [F:1][C:2]([F:18])([F:17])[CH2:3][C:4]([NH:6][C:7]1[CH:12]=[CH:11][C:10]([O:13][CH3:14])=[CH:9][C:8]=1[CH:15]=O)=[O:5].C([O-])([O-])=O.[K+].[K+]. The catalyst is CN(C=O)C.CCOC(C)=O. The product is [CH3:14][O:13][C:10]1[CH:9]=[C:8]2[C:7](=[CH:12][CH:11]=1)[NH:6][C:4](=[O:5])[C:3]([C:2]([F:18])([F:17])[F:1])=[CH:15]2. The yield is 0.940.